This data is from Reaction yield outcomes from USPTO patents with 853,638 reactions. The task is: Predict the reaction yield, written as a fraction of the theoretical maximum amount of product (1.0 means a 100% yield; for example, 0.34 means a 34% yield). (1) The reactants are [F:1][C:2]1[C:7]([O:8][CH:9]([CH3:11])[CH3:10])=[CH:6][C:5]([CH:12](C(OCC)=O)[C:13]([O:15][CH2:16][CH3:17])=[O:14])=[C:4]([N+:23]([O-:25])=[O:24])[CH:3]=1.[Li+].[Cl-].O. The catalyst is CS(C)=O. The product is [F:1][C:2]1[C:7]([O:8][CH:9]([CH3:11])[CH3:10])=[CH:6][C:5]([CH2:12][C:13]([O:15][CH2:16][CH3:17])=[O:14])=[C:4]([N+:23]([O-:25])=[O:24])[CH:3]=1. The yield is 0.580. (2) The reactants are [CH3:1][C:2]1[N:6]2[C:7]3[CH:13]=[CH:12][NH:11][C:8]=3[N:9]=[CH:10][C:5]2=[C:4]([C:14]2[CH:19]=[CH:18][C:17]([C:20]([OH:23])([CH3:22])[CH3:21])=[CH:16][CH:15]=2)[N:3]=1.[H-].[Na+].[CH3:26][CH:27]([Si:29](Cl)([CH:33]([CH3:35])[CH3:34])[CH:30]([CH3:32])[CH3:31])[CH3:28]. The catalyst is C1COCC1. The product is [CH3:1][C:2]1[N:6]2[C:7]3[CH:13]=[CH:12][N:11]([Si:29]([CH:33]([CH3:35])[CH3:34])([CH:30]([CH3:32])[CH3:31])[CH:27]([CH3:28])[CH3:26])[C:8]=3[N:9]=[CH:10][C:5]2=[C:4]([C:14]2[CH:19]=[CH:18][C:17]([C:20]([OH:23])([CH3:21])[CH3:22])=[CH:16][CH:15]=2)[N:3]=1. The yield is 0.960. (3) The reactants are [C:1](Cl)(=[O:5])[CH2:2][CH2:3][CH3:4].Cl.[NH2:8][CH2:9][C:10]1[CH:15]=[CH:14][C:13]([C:16]([N:18]2[CH2:27][C:26]3[CH:25]=[N:24][N:23]([CH3:28])[C:22]=3[NH:21][C:20]3[CH:29]=[C:30]([Cl:33])[CH:31]=[CH:32][C:19]2=3)=[O:17])=[CH:12][C:11]=1[Cl:34].CC1C=C2N=C3C(=NC(NC3=O)=O)N(C[C@H](O)[C@H](O)[C@H](O)COP([O-])(O)=O)C2=CC=1C.[Na+]. The catalyst is ClCCl.C(N(CC)CC)C.CCOC(C)=O. The product is [Cl:34][C:11]1[CH:12]=[C:13]([C:16]([N:18]2[CH2:27][C:26]3[CH:25]=[N:24][N:23]([CH3:28])[C:22]=3[NH:21][C:20]3[CH:29]=[C:30]([Cl:33])[CH:31]=[CH:32][C:19]2=3)=[O:17])[CH:14]=[CH:15][C:10]=1[CH2:9][NH:8][C:1](=[O:5])[CH2:2][CH2:3][CH3:4]. The yield is 0.580. (4) The reactants are [CH3:1][C:2]1([CH3:15])[CH2:7][CH2:6][N:5]([C:8]2[CH:9]=[N:10][C:11]([OH:14])=[CH:12][CH:13]=2)[CH2:4][CH2:3]1.[CH3:16][N:17]([C:21]1[CH:26]=[CH:25][CH:24]=[CH:23][CH:22]=1)[C:18](Cl)=[O:19].N12CCN(CC1)CC2.CCCCCCC. The catalyst is ClCCl. The product is [CH3:1][C:2]1([CH3:15])[CH2:3][CH2:4][N:5]([C:8]2[CH:9]=[N:10][C:11]([O:14][C:18](=[O:19])[N:17]([CH3:16])[C:21]3[CH:26]=[CH:25][CH:24]=[CH:23][CH:22]=3)=[CH:12][CH:13]=2)[CH2:6][CH2:7]1. The yield is 0.410. (5) The reactants are Cl[C:2]1[C:7]([F:8])=[CH:6][N:5]=[CH:4][C:3]=1[CH:9]=[O:10].[N-:11]=[N+:12]=[N-:13].[Na+]. The catalyst is CN(C=O)C. The product is [N:11]([C:2]1[C:7]([F:8])=[CH:6][N:5]=[CH:4][C:3]=1[CH:9]=[O:10])=[N+:12]=[N-:13]. The yield is 0.840. (6) The product is [CH3:1][O:2][C:3]1[CH:4]=[C:5]2[C:10](=[CH:11][C:12]=1[O:13][CH3:14])[N:9]=[CH:8][CH:7]=[C:6]2[O:15][C:16]1[N:17]=[CH:18][C:19]([NH2:22])=[CH:20][CH:21]=1. The reactants are [CH3:1][O:2][C:3]1[CH:4]=[C:5]2[C:10](=[CH:11][C:12]=1[O:13][CH3:14])[N:9]=[CH:8][CH:7]=[C:6]2[O:15][C:16]1[CH:21]=[CH:20][C:19]([N+:22]([O-])=O)=[CH:18][N:17]=1.C1COCC1.CO. The catalyst is CN(C=O)C. The yield is 0.981. (7) The product is [O:8]1[CH2:9][CH2:10][CH:5]([O:4][CH2:3][CH2:2][OH:1])[CH2:6][CH2:7]1. The yield is 0.880. The reactants are [O:1]1[C:5]2([CH2:10][CH2:9][O:8][CH2:7][CH2:6]2)[O:4][CH2:3][CH2:2]1.FC(F)(F)S(O[Si](C)(C)C)(=O)=O.O. The catalyst is O1CCCC1. (8) The reactants are [NH:1]1[C:9]2[C:4](=[CH:5][CH:6]=[CH:7][CH:8]=2)[C:3]([C:10](=O)[CH2:11][C:12]#[N:13])=[CH:2]1.O.[NH2:16][NH2:17]. The catalyst is CCO. The product is [NH:1]1[C:9]2[C:4](=[CH:5][CH:6]=[CH:7][CH:8]=2)[C:3]([C:10]2[CH:11]=[C:12]([NH2:13])[NH:16][N:17]=2)=[CH:2]1. The yield is 0.740. (9) The reactants are Cl[C:2]1[N:7]=[C:6]([N:8]2[CH2:13][CH2:12][CH:11]([N:14]3[CH2:18][CH2:17][CH2:16][CH2:15]3)[CH2:10][CH2:9]2)[N:5]=[C:4]2[N:19]([C:24]3[C:29]([F:30])=[CH:28][CH:27]=[CH:26][C:25]=3[F:31])[C:20](=[O:23])[NH:21][CH2:22][C:3]=12.O.C(=O)([O-])[O-].[K+].[K+].[F:39][C:40]1[CH:45]=[CH:44][C:43]([NH:46][C:47](=[O:64])[C:48]2[CH:53]=[CH:52][C:51]([CH3:54])=[C:50](B3OC(C)(C)C(C)(C)O3)[CH:49]=2)=[CH:42][CH:41]=1. The catalyst is O1CCOCC1.C1C=CC([P]([Pd]([P](C2C=CC=CC=2)(C2C=CC=CC=2)C2C=CC=CC=2)([P](C2C=CC=CC=2)(C2C=CC=CC=2)C2C=CC=CC=2)[P](C2C=CC=CC=2)(C2C=CC=CC=2)C2C=CC=CC=2)(C2C=CC=CC=2)C2C=CC=CC=2)=CC=1. The product is [F:30][C:29]1[CH:28]=[CH:27][CH:26]=[C:25]([F:31])[C:24]=1[N:19]1[C:4]2[N:5]=[C:6]([N:8]3[CH2:9][CH2:10][CH:11]([N:14]4[CH2:15][CH2:16][CH2:17][CH2:18]4)[CH2:12][CH2:13]3)[N:7]=[C:2]([C:50]3[CH:49]=[C:48]([CH:53]=[CH:52][C:51]=3[CH3:54])[C:47]([NH:46][C:43]3[CH:44]=[CH:45][C:40]([F:39])=[CH:41][CH:42]=3)=[O:64])[C:3]=2[CH2:22][NH:21][C:20]1=[O:23]. The yield is 0.540.